This data is from Reaction yield outcomes from USPTO patents with 853,638 reactions. The task is: Predict the reaction yield, written as a fraction of the theoretical maximum amount of product (1.0 means a 100% yield; for example, 0.34 means a 34% yield). (1) The reactants are Cl[C:2]1[N:6]2[CH:7]=[C:8]([F:11])[CH:9]=[CH:10][C:5]2=[N:4][N:3]=1.[NH:12]1[CH2:17][CH2:16][CH:15]([CH2:18][CH2:19]O)[CH2:14][CH2:13]1.CC(N(C)C)=[O:23]. No catalyst specified. The product is [F:11][C:8]1[CH:9]=[CH:10][C:5]2[N:6]([C:2]([N:12]3[CH2:17][CH2:16][CH:15]([CH:18]([OH:23])[CH3:19])[CH2:14][CH2:13]3)=[N:3][N:4]=2)[CH:7]=1. The yield is 0.410. (2) The reactants are [F:1][C:2]1[CH:3]=[C:4]([CH:10]=[CH:11][C:12]=1[NH:13][C:14]1[C:19]([F:20])=[C:18]([N:21]2[CH2:26][CH2:25][CH:24]([C:27]3[O:31][N:30]=[C:29]([C:32]([F:35])([CH3:34])[CH3:33])[N:28]=3)[CH2:23][CH2:22]2)[N:17]=[CH:16][N:15]=1)[C:5]([O:7]CC)=[O:6].CO.O.[OH-].[Li+].Cl. The catalyst is O.C1COCC1. The product is [F:1][C:2]1[CH:3]=[C:4]([CH:10]=[CH:11][C:12]=1[NH:13][C:14]1[C:19]([F:20])=[C:18]([N:21]2[CH2:26][CH2:25][CH:24]([C:27]3[O:31][N:30]=[C:29]([C:32]([F:35])([CH3:33])[CH3:34])[N:28]=3)[CH2:23][CH2:22]2)[N:17]=[CH:16][N:15]=1)[C:5]([OH:7])=[O:6]. The yield is 0.950. (3) The reactants are Cl[C:2]1[N:7]=[C:6]([N:8]2[CH2:13][CH2:12][O:11][CH2:10][CH2:9]2)[N:5]=[C:4]([N:14]2[C:18]3[CH:19]=[CH:20][CH:21]=[C:22]([O:23][CH3:24])[C:17]=3[N:16]=[C:15]2[CH:25]([F:27])[F:26])[N:3]=1.[CH3:28][N:29]1[CH2:34][CH2:33][N:32]([S:35]([C:38]2[CH:43]=[CH:42][C:41](B(O)O)=[CH:40][CH:39]=2)(=[O:37])=[O:36])[CH2:31][CH2:30]1.C([O-])([O-])=O.[K+].[K+]. The catalyst is O1CCOCC1.O.C1C=CC(P(C2C=CC=CC=2)[C-]2C=CC=C2)=CC=1.C1C=CC(P(C2C=CC=CC=2)[C-]2C=CC=C2)=CC=1.Cl[Pd]Cl.[Fe+2]. The product is [F:27][CH:25]([F:26])[C:15]1[N:14]([C:4]2[N:3]=[C:2]([C:41]3[CH:42]=[CH:43][C:38]([S:35]([N:32]4[CH2:33][CH2:34][N:29]([CH3:28])[CH2:30][CH2:31]4)(=[O:36])=[O:37])=[CH:39][CH:40]=3)[N:7]=[C:6]([N:8]3[CH2:9][CH2:10][O:11][CH2:12][CH2:13]3)[N:5]=2)[C:18]2[CH:19]=[CH:20][CH:21]=[C:22]([O:23][CH3:24])[C:17]=2[N:16]=1. The yield is 0.310. (4) The reactants are Cl[C:2]1[N:7]=[C:6]([C:8]2[N:12]3[CH:13]=[CH:14][CH:15]=[CH:16][C:11]3=[N:10][C:9]=2[C:17]2[CH:18]=[C:19]([CH:31]=[CH:32][CH:33]=2)[C:20]([NH:22][C:23]2[C:28]([F:29])=[CH:27][CH:26]=[CH:25][C:24]=2[F:30])=[O:21])[CH:5]=[CH:4][N:3]=1.[CH2:34]([O:36][C:37]1[CH:43]=[C:42]([N:44]2[CH2:49][CH2:48][N:47]([CH2:50][CH2:51][S:52]([CH3:55])(=[O:54])=[O:53])[CH2:46][CH2:45]2)[CH:41]=[CH:40][C:38]=1[NH2:39])[CH3:35].C1(C)C=CC(S(O)(=O)=O)=CC=1.C[O-].[Na+]. The catalyst is C(Cl)Cl.CC(O)C. The product is [F:30][C:24]1[CH:25]=[CH:26][CH:27]=[C:28]([F:29])[C:23]=1[NH:22][C:20](=[O:21])[C:19]1[CH:31]=[CH:32][CH:33]=[C:17]([C:9]2[N:10]=[C:11]3[CH:16]=[CH:15][CH:14]=[CH:13][N:12]3[C:8]=2[C:6]2[CH:5]=[CH:4][N:3]=[C:2]([NH:39][C:38]3[CH:40]=[CH:41][C:42]([N:44]4[CH2:49][CH2:48][N:47]([CH2:50][CH2:51][S:52]([CH3:55])(=[O:54])=[O:53])[CH2:46][CH2:45]4)=[CH:43][C:37]=3[O:36][CH2:34][CH3:35])[N:7]=2)[CH:18]=1. The yield is 0.610. (5) The reactants are C([N:8]1[C:17]2[C:16]3[CH:18]=[CH:19][CH:20]=[CH:21][C:15]=3[N:14]([C:22]([C:24]3[CH:36]=[CH:35][C:27]([CH2:28][NH:29][C:30]([CH:32]4[CH2:34][CH2:33]4)=[O:31])=[C:26]([CH3:37])[CH:25]=3)=[O:23])[CH2:13][CH2:12][C:11]=2[N:10]=[C:9]1[CH3:38])C1C=CC=CC=1.C1C=C2C(N/N=C3/C4C=CC(S([O-])(=O)=O)=CC=4C=C(S([O-])(=O)=O)C/3=O)=CC=C(S([O-])(=O)=O)C2=CC=1.[Na+].[Na+].[Na+].N1CCCC(=O)C2C=CC=CC1=2.C1CCCCC=1. The catalyst is C(O)C.[Pd]. The product is [CH3:37][C:26]1[CH:25]=[C:24]([C:22]([N:14]2[CH2:13][CH2:12][C:11]3[N:10]=[C:9]([CH3:38])[NH:8][C:17]=3[C:16]3[CH:18]=[CH:19][CH:20]=[CH:21][C:15]2=3)=[O:23])[CH:36]=[CH:35][C:27]=1[CH2:28][NH:29][C:30]([CH:32]1[CH2:33][CH2:34]1)=[O:31]. The yield is 0.530. (6) The reactants are [C:1]1([C:11]2[CH:12]=[C:13]([OH:17])[CH:14]=[CH:15][CH:16]=2)[C:10]2[C:5](=[CH:6][CH:7]=[CH:8][CH:9]=2)[CH:4]=[CH:3][N:2]=1.C(=O)([O-])[O-].[K+].[K+].Br[C:25]1[CH:26]=[C:27]([C:31]2[N:32]([C:36]3[C:41]([CH:42]([CH3:44])[CH3:43])=[CH:40][CH:39]=[CH:38][C:37]=3[CH:45]([CH3:47])[CH3:46])[CH:33]=[CH:34][N:35]=2)[CH:28]=[CH:29][CH:30]=1. The catalyst is [Cu]I.CN(C=O)C. The product is [CH:42]([C:41]1[CH:40]=[CH:39][CH:38]=[C:37]([CH:45]([CH3:47])[CH3:46])[C:36]=1[N:32]1[CH:33]=[CH:34][N:35]=[C:31]1[C:27]1[CH:28]=[C:29]([CH:30]=[CH:25][CH:26]=1)[O:17][C:13]1[CH:12]=[C:11]([C:1]2[C:10]3[C:5](=[CH:6][CH:7]=[CH:8][CH:9]=3)[CH:4]=[CH:3][N:2]=2)[CH:16]=[CH:15][CH:14]=1)([CH3:43])[CH3:44]. The yield is 0.408. (7) The reactants are [Cl-].O[NH3+:3].[C:4](=[O:7])([O-])[OH:5].[Na+].CS(C)=O.[CH2:13]([C:17]1[N:22]2[N:23]=[C:24]([CH3:26])[N:25]=[C:21]2[N:20]([CH:27]2[CH2:32][CH2:31][O:30][CH2:29][CH2:28]2)[C:19](=[O:33])[C:18]=1[CH2:34][C:35]1[CH:40]=[CH:39][C:38]([C:41]2[C:42]([C:47]#[N:48])=[CH:43][CH:44]=[CH:45][CH:46]=2)=[CH:37][C:36]=1[F:49])[CH2:14][CH2:15][CH3:16]. The catalyst is C(OCC)(=O)C. The product is [CH2:13]([C:17]1[N:22]2[N:23]=[C:24]([CH3:26])[N:25]=[C:21]2[N:20]([CH:27]2[CH2:28][CH2:29][O:30][CH2:31][CH2:32]2)[C:19](=[O:33])[C:18]=1[CH2:34][C:35]1[CH:40]=[CH:39][C:38]([C:41]2[CH:46]=[CH:45][CH:44]=[CH:43][C:42]=2[C:47]2[NH:3][C:4](=[O:7])[O:5][N:48]=2)=[CH:37][C:36]=1[F:49])[CH2:14][CH2:15][CH3:16]. The yield is 0.570.